From a dataset of Forward reaction prediction with 1.9M reactions from USPTO patents (1976-2016). Predict the product of the given reaction. (1) The product is: [Cl:1][CH2:2][CH:3]([CH:5]1[NH:20][C:19](=[O:21])[C@H:18]([CH3:22])[N:17]([CH3:23])[C:16](=[O:24])[CH2:15][CH2:14][CH2:13][CH2:12][CH2:11][CH2:10][CH2:9][CH2:8][C@@H:7]([CH3:25])[CH2:6]1)[OH:4]. Given the reactants [Cl:1][CH2:2][CH:3]([CH:5]1[NH:20][C:19](=[O:21])[C@H:18]([CH3:22])[N:17]([CH3:23])[C:16](=[O:24])[CH2:15][CH2:14][CH2:13][CH2:12][CH:11]=[CH:10][CH2:9][CH2:8][C@@H:7]([CH3:25])[CH2:6]1)[OH:4], predict the reaction product. (2) Given the reactants [CH2:1]([O:15][CH2:16][C:17](=[O:34])[CH2:18][O:19][CH2:20][CH2:21][CH2:22][CH2:23][CH2:24][CH2:25][CH2:26][CH2:27][CH2:28][CH2:29][CH2:30][CH2:31][CH2:32][CH3:33])[CH2:2][CH2:3][CH2:4][CH2:5][CH2:6][CH2:7][CH2:8][CH2:9][CH2:10][CH2:11][CH2:12][CH2:13][CH3:14].[BH4-].[Na+].O, predict the reaction product. The product is: [CH2:1]([O:15][CH2:16][CH:17]([OH:34])[CH2:18][O:19][CH2:20][CH2:21][CH2:22][CH2:23][CH2:24][CH2:25][CH2:26][CH2:27][CH2:28][CH2:29][CH2:30][CH2:31][CH2:32][CH3:33])[CH2:2][CH2:3][CH2:4][CH2:5][CH2:6][CH2:7][CH2:8][CH2:9][CH2:10][CH2:11][CH2:12][CH2:13][CH3:14]. (3) The product is: [O:3]=[C:4]1[NH:23][CH:21]=[N:11][C:10]2[S:9][C:8]3[CH2:12][CH:13]([C:16]([O:18][CH2:19][CH3:20])=[O:17])[CH2:14][CH2:15][C:7]=3[C:6]1=2. Given the reactants C([O:3][C:4]([C:6]1[C:7]2[CH2:15][CH2:14][CH:13]([C:16]([O:18][CH2:19][CH3:20])=[O:17])[CH2:12][C:8]=2[S:9][C:10]=1[NH2:11])=O)C.[CH:21]([NH2:23])=O, predict the reaction product. (4) Given the reactants [NH2:1][CH:2]([C:4]1[NH:5][C:6]([C:12]2[CH:21]=[CH:20][CH:19]=[C:18]3[C:13]=2[N:14]=[C:15]([NH:23][C:24]2([CH3:27])[CH2:26][CH2:25]2)[C:16]([CH3:22])=[N:17]3)=[CH:7][C:8]=1[C:9]([OH:11])=O)[CH3:3].CCN(C(C)C)C(C)C.F[P-](F)(F)(F)(F)F.N1(O[P+](N2CCCC2)(N2CCCC2)N2CCCC2)C2C=CC=CC=2N=N1.C([O-])(O)=O.[Na+], predict the reaction product. The product is: [CH3:3][CH:2]1[C:4]2[NH:5][C:6]([C:12]3[CH:21]=[CH:20][CH:19]=[C:18]4[C:13]=3[N:14]=[C:15]([NH:23][C:24]3([CH3:27])[CH2:25][CH2:26]3)[C:16]([CH3:22])=[N:17]4)=[CH:7][C:8]=2[C:9](=[O:11])[NH:1]1. (5) Given the reactants [Cl:1][C:2]1[C:7]([OH:8])=[C:6]([C:9]([O:11][CH3:12])=[O:10])[CH:5]=[C:4]([CH:13]2[CH2:15][CH2:14]2)[C:3]=1[C:16]1[CH:21]=[CH:20][C:19]([F:22])=[CH:18][CH:17]=1.I[CH2:24][CH3:25].C(=O)([O-])[O-].[K+].[K+].CN(C=O)C, predict the reaction product. The product is: [Cl:1][C:2]1[C:7]([O:8][CH2:24][CH3:25])=[C:6]([C:9]([O:11][CH3:12])=[O:10])[CH:5]=[C:4]([CH:13]2[CH2:14][CH2:15]2)[C:3]=1[C:16]1[CH:17]=[CH:18][C:19]([F:22])=[CH:20][CH:21]=1. (6) The product is: [Cl:3][C:4]1[C:5]([F:40])=[C:6]([CH:37]=[CH:38][CH:39]=1)[NH:7][C:8]1[C:17]2[C:12](=[CH:13][C:14]([O:35][CH3:36])=[C:15]([O:18][C@H:19]3[CH2:23][N:22]([C:24]([O:26][C:27]([CH3:30])([CH3:29])[CH3:28])=[O:25])[C@H:21]([C:31]([OH:33])=[O:32])[CH2:20]3)[CH:16]=2)[N:11]=[CH:10][N:9]=1. Given the reactants [OH-].[Na+].[Cl:3][C:4]1[C:5]([F:40])=[C:6]([CH:37]=[CH:38][CH:39]=1)[NH:7][C:8]1[C:17]2[C:12](=[CH:13][C:14]([O:35][CH3:36])=[C:15]([O:18][C@H:19]3[CH2:23][N:22]([C:24]([O:26][C:27]([CH3:30])([CH3:29])[CH3:28])=[O:25])[C@H:21]([C:31]([O:33]C)=[O:32])[CH2:20]3)[CH:16]=2)[N:11]=[CH:10][N:9]=1.Cl, predict the reaction product. (7) Given the reactants [C:1]([OH:5])(=[O:4])[CH:2]=[CH2:3].[Br:6][C:7]1[CH:12]=[CH:11][C:10](I)=[CH:9][C:8]=1[O:14][CH3:15].Cl, predict the reaction product. The product is: [Br:6][C:7]1[CH:12]=[CH:11][C:10](/[CH:3]=[CH:2]/[C:1]([OH:5])=[O:4])=[CH:9][C:8]=1[O:14][CH3:15].